Dataset: Reaction yield outcomes from USPTO patents with 853,638 reactions. Task: Predict the reaction yield, written as a fraction of the theoretical maximum amount of product (1.0 means a 100% yield; for example, 0.34 means a 34% yield). (1) The reactants are [F:1][C:2]1[C:10]([C:11]([OH:13])=O)=[C:9]2[C:5]([CH:6]=[CH:7][NH:8]2)=[CH:4][CH:3]=1.CN(C(ON1N=NC2C=CC=CC1=2)=[N+](C)C)C.[B-](F)(F)(F)F.C(N(CC)C(C)C)(C)C.[C:45]([C:49]1[CH:66]=[CH:65][C:52]([CH2:53][NH:54][CH2:55][CH2:56][C:57]2[CH:62]=[CH:61][C:60]([F:63])=[C:59]([F:64])[CH:58]=2)=[CH:51][CH:50]=1)([CH3:48])([CH3:47])[CH3:46]. The catalyst is CN(C=O)C.O. The product is [C:45]([C:49]1[CH:66]=[CH:65][C:52]([CH2:53][N:54]([CH2:55][CH2:56][C:57]2[CH:62]=[CH:61][C:60]([F:63])=[C:59]([F:64])[CH:58]=2)[C:11]([C:10]2[C:2]([F:1])=[CH:3][CH:4]=[C:5]3[C:9]=2[NH:8][CH:7]=[CH:6]3)=[O:13])=[CH:51][CH:50]=1)([CH3:48])([CH3:46])[CH3:47]. The yield is 0.850. (2) The reactants are [Cl:1][C:2]1[CH:7]=[CH:6][C:5]([CH:8]([NH:15][C:16]([C:18]2([NH:33]C(=O)OC(C)(C)C)[CH2:23][CH2:22][N:21]([C:24]3[C:25]4[CH:32]=[CH:31][NH:30][C:26]=4[N:27]=[CH:28][N:29]=3)[CH2:20][CH2:19]2)=[O:17])[CH2:9][CH2:10][CH2:11][N:12]([CH3:14])[CH3:13])=[CH:4][CH:3]=1.C(O)(C(F)(F)F)=O. The catalyst is C(Cl)Cl. The product is [NH2:33][C:18]1([C:16]([NH:15][CH:8]([C:5]2[CH:6]=[CH:7][C:2]([Cl:1])=[CH:3][CH:4]=2)[CH2:9][CH2:10][CH2:11][N:12]([CH3:14])[CH3:13])=[O:17])[CH2:19][CH2:20][N:21]([C:24]2[C:25]3[CH:32]=[CH:31][NH:30][C:26]=3[N:27]=[CH:28][N:29]=2)[CH2:22][CH2:23]1. The yield is 0.358. (3) The product is [O:1]=[C:2]1[C:7]([CH2:8][C:9]2[CH:14]=[CH:13][C:12]([C:15]3[CH:20]=[CH:19][CH:18]=[CH:17][C:16]=3[C:21]3[NH:25][C:24](=[O:26])[O:23][N:22]=3)=[CH:11][CH:10]=2)=[C:6]([CH2:27][CH2:28][CH3:29])[N:5]2[N:30]=[CH:31][N:32]=[C:4]2[N:3]1[C@H:33]1[CH2:34][CH2:35][C@H:36]([C:39]#[N:41])[CH2:37][CH2:38]1. The reactants are [O:1]=[C:2]1[C:7]([CH2:8][C:9]2[CH:14]=[CH:13][C:12]([C:15]3[CH:20]=[CH:19][CH:18]=[CH:17][C:16]=3[C:21]3[NH:25][C:24](=[O:26])[O:23][N:22]=3)=[CH:11][CH:10]=2)=[C:6]([CH2:27][CH2:28][CH3:29])[N:5]2[N:30]=[CH:31][N:32]=[C:4]2[N:3]1[C@H:33]1[CH2:38][CH2:37][C@H:36]([C:39]([NH2:41])=O)[CH2:35][CH2:34]1.N1C=CC=CC=1.FC(F)(F)C(OC(=O)C(F)(F)F)=O. The catalyst is O1CCCC1.C(OCC)(=O)C. The yield is 0.600. (4) The reactants are [Br:1][C:2]1[S:13][C:5]2[C:6](=O)[NH:7][CH:8]=[C:9]([C:10]#[N:11])[C:4]=2[CH:3]=1.P(Cl)(Cl)([Cl:16])=O. No catalyst specified. The product is [Br:1][C:2]1[S:13][C:5]2[C:6]([Cl:16])=[N:7][CH:8]=[C:9]([C:10]#[N:11])[C:4]=2[CH:3]=1. The yield is 0.820. (5) The reactants are [C:1]([C:5]1[CH:10]=[CH:9][C:8]([C:11]2[NH:15][C:14]3[CH:16]=[CH:17][CH:18]=[C:19]([N:20]4[CH2:25][CH2:24][N:23]([CH2:26][C:27]5[CH:32]=[CH:31][C:30]([N+:33]([O-:35])=[O:34])=[C:29](F)[CH:28]=5)[CH2:22][CH2:21]4)[C:13]=3[N:12]=2)=[CH:7][CH:6]=1)([CH3:4])([CH3:3])[CH3:2].[NH2:37][CH2:38][C:39]1[CH:40]=[N:41][CH:42]=[CH:43][CH:44]=1. The catalyst is CN(C)C=O.C(OCC)(=O)C. The product is [C:1]([C:5]1[CH:10]=[CH:9][C:8]([C:11]2[NH:15][C:14]3[CH:16]=[CH:17][CH:18]=[C:19]([N:20]4[CH2:25][CH2:24][N:23]([CH2:26][C:27]5[CH:32]=[CH:31][C:30]([N+:33]([O-:35])=[O:34])=[C:29]([NH:37][CH2:38][C:39]6[CH:40]=[N:41][CH:42]=[CH:43][CH:44]=6)[CH:28]=5)[CH2:22][CH2:21]4)[C:13]=3[N:12]=2)=[CH:7][CH:6]=1)([CH3:4])([CH3:3])[CH3:2]. The yield is 0.560. (6) The reactants are [CH3:1][C:2]1([CH2:8][OH:9])[CH2:7][CH2:6][O:5][CH2:4][CH2:3]1.CC(OI1(OC(C)=O)(OC(C)=O)OC(=O)C2C=CC=CC1=2)=O. The catalyst is C(Cl)Cl.CCOCC. The product is [CH3:1][C:2]1([CH:8]=[O:9])[CH2:7][CH2:6][O:5][CH2:4][CH2:3]1. The yield is 0.680.